This data is from Full USPTO retrosynthesis dataset with 1.9M reactions from patents (1976-2016). The task is: Predict the reactants needed to synthesize the given product. (1) Given the product [F:10][C:11]1[CH:16]=[CH:15][CH:14]=[CH:13][C:12]=1[N:17]1[C:25]2[C:20](=[C:21]([N:26]3[CH2:33][C@@H:32]4[C@H:28]([CH2:29][N:30]([C:41]([C:38]5[CH:37]=[C:36]([CH3:35])[O:40][N:39]=5)=[O:42])[CH2:31]4)[C:27]3=[O:34])[CH:22]=[CH:23][CH:24]=2)[CH:19]=[N:18]1, predict the reactants needed to synthesize it. The reactants are: C(N(C(C)C)C(C)C)C.[F:10][C:11]1[CH:16]=[CH:15][CH:14]=[CH:13][C:12]=1[N:17]1[C:25]2[C:20](=[C:21]([N:26]3[CH2:33][CH:32]4[CH:28]([CH2:29][NH:30][CH2:31]4)[C:27]3=[O:34])[CH:22]=[CH:23][CH:24]=2)[CH:19]=[N:18]1.[CH3:35][C:36]1[O:40][N:39]=[C:38]([C:41](Cl)=[O:42])[CH:37]=1. (2) Given the product [Cl:1][C:2]1[CH:3]=[C:4]([C:9]2[O:13][N:12]=[C:11]([C:14]3[CH:22]=[CH:21][CH:20]=[C:19]4[C:15]=3[CH:16]=[CH:17][N:18]4[CH2:23][C:24]([NH2:26])=[O:25])[N:10]=2)[CH:5]=[N:6][C:7]=1[NH:30][CH:27]([CH3:29])[CH3:28], predict the reactants needed to synthesize it. The reactants are: [Cl:1][C:2]1[CH:3]=[C:4]([C:9]2[O:13][N:12]=[C:11]([C:14]3[CH:22]=[CH:21][CH:20]=[C:19]4[C:15]=3[CH:16]=[CH:17][N:18]4[CH2:23][C:24]([NH2:26])=[O:25])[N:10]=2)[CH:5]=[N:6][C:7]=1Cl.[CH:27]([NH2:30])([CH3:29])[CH3:28]. (3) Given the product [NH2:11][C@H:10]([C:9]([NH2:30])=[O:27])[CH2:22][CH2:23][CH2:24][CH2:25][NH:26][C:40]([OH:41])=[O:28], predict the reactants needed to synthesize it. The reactants are: C(O[C:9](=[O:27])[C@H:10]([CH2:22][CH2:23][CH2:24][CH2:25][NH2:26])[NH:11]C(OCC1C=CC=CC=1)=O)C1C=CC=CC=1.[OH-:28].[Na+].[NH2:30][C@H](C(O)=O)CCCCN.[CH3:40][OH:41]. (4) Given the product [CH2:13]([O:12][C:11]([NH:10][C@H:9]1[CH2:8][CH2:7][N:6]([C:22]2[CH:23]=[C:24]([C:28]([O:30][CH2:31][CH3:32])=[O:29])[CH:25]=[N:26][CH:27]=2)[CH2:5][C@H:4]1[O:3][CH3:2])=[O:20])[C:14]1[CH:19]=[CH:18][CH:17]=[CH:16][CH:15]=1, predict the reactants needed to synthesize it. The reactants are: Cl.[CH3:2][O:3][C@H:4]1[C@@H:9]([NH:10][C:11](=[O:20])[O:12][CH2:13][C:14]2[CH:19]=[CH:18][CH:17]=[CH:16][CH:15]=2)[CH2:8][CH2:7][NH:6][CH2:5]1.Br[C:22]1[CH:23]=[C:24]([C:28]([O:30][CH2:31][CH3:32])=[O:29])[CH:25]=[N:26][CH:27]=1.C1C=CC(P(C2C(C3C(P(C4C=CC=CC=4)C4C=CC=CC=4)=CC=C4C=3C=CC=C4)=C3C(C=CC=C3)=CC=2)C2C=CC=CC=2)=CC=1.C(=O)([O-])[O-].[Cs+].[Cs+]. (5) Given the product [Cl:8][C:6]1[C:5]([NH:9][C:10](=[O:13])[CH2:11][CH3:12])=[C:4]([CH3:14])[CH:3]=[C:2](/[CH:19]=[CH:18]/[CH2:17][O:16][CH3:15])[N:7]=1, predict the reactants needed to synthesize it. The reactants are: Br[C:2]1[N:7]=[C:6]([Cl:8])[C:5]([NH:9][C:10](=[O:13])[CH2:11][CH3:12])=[C:4]([CH3:14])[CH:3]=1.[CH3:15][O:16][CH2:17]/[CH:18]=[CH:19]/B1OC(C)(C)C(C)(C)O1.C1(P(C2C=CC=CC=2)C2C=CC=CC=2)C=CC=CC=1.C(=O)([O-])[O-].[K+].[K+].O. (6) Given the product [CH3:1][C:2]([CH3:31])([CH3:32])[CH2:3][C:4]1[N:5]=[C:6]([CH:15]([CH3:30])[CH2:16][C:17]2[CH:22]=[CH:21][C:20]([C:23]3[CH:28]=[CH:27][C:26]([F:29])=[CH:25][N:24]=3)=[CH:19][CH:18]=2)[NH:7][CH:8]=1, predict the reactants needed to synthesize it. The reactants are: [CH3:1][C:2]([CH3:32])([CH3:31])[CH2:3][C:4]1[N:5]=[C:6]([CH:15]([CH3:30])[CH2:16][C:17]2[CH:22]=[CH:21][C:20]([C:23]3[CH:28]=[CH:27][C:26]([F:29])=[CH:25][N:24]=3)=[CH:19][CH:18]=2)[N:7](S(N(C)C)(=O)=O)[CH:8]=1.[OH-].[Na+]. (7) The reactants are: Cl.[F:2][C:3]1([F:12])[CH2:7][NH:6][CH:5]([CH2:8][C:9]([OH:11])=[O:10])[CH2:4]1.[Br:13][C:14]1[CH:19]=[C:18]([F:20])[CH:17]=[CH:16][C:15]=1[C@H:21]1[C:26]([C:27]([O:29][CH2:30][CH3:31])=[O:28])=[C:25]([CH2:32]Br)[NH:24][C:23]([C:34]2[S:35][CH:36]=[CH:37][N:38]=2)=[N:22]1.C([O-])([O-])=O.[K+].[K+]. Given the product [Br:13][C:14]1[CH:19]=[C:18]([F:20])[CH:17]=[CH:16][C:15]=1[C@@H:21]1[N:22]=[C:23]([C:34]2[S:35][CH:36]=[CH:37][N:38]=2)[NH:24][C:25]([CH2:32][N:6]2[CH2:7][C:3]([F:2])([F:12])[CH2:4][CH:5]2[CH2:8][C:9]([OH:11])=[O:10])=[C:26]1[C:27]([O:29][CH2:30][CH3:31])=[O:28], predict the reactants needed to synthesize it. (8) Given the product [F:8][C:9]1[CH:10]=[C:11]([NH:20][C:21]([C@@H:23]2[N:32]([C:33]([C@H:35]3[CH2:38][C@H:37]([CH2:39][C:40]([OH:42])=[O:41])[CH2:36]3)=[O:34])[CH2:31][CH2:30][C:29]3[N:28]=[C:27]([O:47][CH3:48])[CH:26]=[CH:25][C:24]2=3)=[O:22])[CH:12]=[C:13]2[C:17]=1[C:16]([CH3:19])([CH3:18])[CH2:15][CH2:14]2, predict the reactants needed to synthesize it. The reactants are: C(O)(C(F)(F)F)=O.[F:8][C:9]1[CH:10]=[C:11]([NH:20][C:21]([C@@H:23]2[N:32]([C:33]([C@H:35]3[CH2:38][C@H:37]([CH2:39][C:40]([O:42]C(C)(C)C)=[O:41])[CH2:36]3)=[O:34])[CH2:31][CH2:30][C:29]3[N:28]=[C:27]([O:47][CH3:48])[CH:26]=[CH:25][C:24]2=3)=[O:22])[CH:12]=[C:13]2[C:17]=1[C:16]([CH3:19])([CH3:18])[CH2:15][CH2:14]2.